Dataset: Reaction yield outcomes from USPTO patents with 853,638 reactions. Task: Predict the reaction yield, written as a fraction of the theoretical maximum amount of product (1.0 means a 100% yield; for example, 0.34 means a 34% yield). (1) The reactants are C(OC(=O)[NH:10][C:11]([C:13]1[CH:18]=[CH:17][C:16]([CH2:19][NH:20][C:21](=[O:35])[CH:22]([C:26]2[C:31]([F:32])=[CH:30][C:29]([OH:33])=[CH:28][C:27]=2[F:34])[O:23][CH2:24][CH3:25])=[CH:15][CH:14]=1)=[NH:12])C1C=CC=CC=1.[ClH:37]. The catalyst is CCO.[Pd]. The product is [ClH:37].[C:11]([C:13]1[CH:14]=[CH:15][C:16]([CH2:19][NH:20][C:21](=[O:35])[CH:22]([C:26]2[C:31]([F:32])=[CH:30][C:29]([OH:33])=[CH:28][C:27]=2[F:34])[O:23][CH2:24][CH3:25])=[CH:17][CH:18]=1)(=[NH:10])[NH2:12]. The yield is 0.880. (2) The reactants are [CH2:1]([N:3]([CH2:36][CH3:37])[CH2:4][CH2:5][CH2:6][NH:7][C:8]1[N:9]=[C:10]([C:27]2[CH:28]=[C:29]([CH:33]=[CH:34][CH:35]=2)[C:30]([OH:32])=O)[C:11]2[CH:17]=[CH:16][C:15](=[O:18])[N:14]([C:19]3[C:24]([F:25])=[CH:23][CH:22]=[CH:21][C:20]=3[F:26])[C:12]=2[N:13]=1)[CH3:2].CN(C(ON1N=NC2C=CC=CC1=2)=[N+](C)C)C.F[P-](F)(F)(F)(F)F.C(N(CC)CC)C.[C:69]([NH2:73])([CH3:72])([CH3:71])[CH3:70]. The catalyst is CN(C=O)C. The product is [CH2:1]([N:3]([CH2:36][CH3:37])[CH2:4][CH2:5][CH2:6][NH:7][C:8]1[N:9]=[C:10]([C:27]2[CH:28]=[C:29]([CH:33]=[CH:34][CH:35]=2)[C:30]([NH:73][C:69]([CH3:72])([CH3:71])[CH3:70])=[O:32])[C:11]2[CH:17]=[CH:16][C:15](=[O:18])[N:14]([C:19]3[C:24]([F:25])=[CH:23][CH:22]=[CH:21][C:20]=3[F:26])[C:12]=2[N:13]=1)[CH3:2]. The yield is 0.520.